This data is from Catalyst prediction with 721,799 reactions and 888 catalyst types from USPTO. The task is: Predict which catalyst facilitates the given reaction. (1) Reactant: [CH2:1]([O:8][C:9]1[C:10]([N:20]2[S:24](=[O:26])(=[O:25])[NH:23][C:22](=[O:27])[CH2:21]2)=[CH:11][C:12]2[CH2:13][CH2:14][CH:15]([OH:19])[CH2:16][C:17]=2[CH:18]=1)[C:2]1[CH:7]=[CH:6][CH:5]=[CH:4][CH:3]=1.[CH2:28](Br)[C:29]1[CH:34]=[CH:33][CH:32]=[CH:31][CH:30]=1.C(=O)([O-])[O-].[K+].[K+]. Product: [CH2:28]([N:23]1[C:22](=[O:27])[CH2:21][N:20]([C:10]2[C:9]([O:8][CH2:1][C:2]3[CH:3]=[CH:4][CH:5]=[CH:6][CH:7]=3)=[CH:18][C:17]3[CH2:16][CH:15]([OH:19])[CH2:14][CH2:13][C:12]=3[CH:11]=2)[S:24]1(=[O:26])=[O:25])[C:29]1[CH:34]=[CH:33][CH:32]=[CH:31][CH:30]=1. The catalyst class is: 3. (2) Reactant: [C:1]([O:5][C:6]([N:8]1[CH2:11][CH:10]([C:12]([OH:14])=O)[CH2:9]1)=[O:7])([CH3:4])([CH3:3])[CH3:2].CCN=C=NCCCN(C)C.Cl.C1C=CC2N(O)N=NC=2C=1.C(N(CC)C(C)C)(C)C.Cl.[CH3:47][NH:48][O:49][CH3:50]. Product: [CH3:50][O:49][N:48]([CH3:47])[C:12]([CH:10]1[CH2:9][N:8]([C:6]([O:5][C:1]([CH3:2])([CH3:3])[CH3:4])=[O:7])[CH2:11]1)=[O:14]. The catalyst class is: 1.